Predict the reaction yield, written as a fraction of the theoretical maximum amount of product (1.0 means a 100% yield; for example, 0.34 means a 34% yield). From a dataset of Reaction yield outcomes from USPTO patents with 853,638 reactions. (1) The reactants are [NH2:1][C@H:2](C1NC=C(C2C=CC=CC=2)N=1)[CH2:3][C:4]1[C:12]2[C:7](=[CH:8][CH:9]=[CH:10][CH:11]=2)[NH:6][CH:5]=1.[CH:24](=O)C1C=CC(OC)=CC=1.C(O)(C(F)(F)F)=O. The catalyst is C(Cl)(Cl)Cl. The product is [CH2:24]1[C:5]2[NH:6][C:7]3[C:12](=[CH:11][CH:10]=[CH:9][CH:8]=3)[C:4]=2[CH2:3][CH2:2][NH:1]1. The yield is 0.780. (2) The reactants are C([O:4][CH2:5][C:6]1[O:10][N:9]=[C:8]([N:11]2[CH2:16][CH2:15][N:14]([C:17]([O:19][C:20]([CH3:23])([CH3:22])[CH3:21])=[O:18])[CH2:13][CH2:12]2)[N:7]=1)(=O)C.[OH-].[Na+]. The catalyst is CO. The product is [OH:4][CH2:5][C:6]1[O:10][N:9]=[C:8]([N:11]2[CH2:12][CH2:13][N:14]([C:17]([O:19][C:20]([CH3:23])([CH3:22])[CH3:21])=[O:18])[CH2:15][CH2:16]2)[N:7]=1. The yield is 0.890. (3) The reactants are [NH:1]1[CH2:5][CH2:4][CH2:3][C:2]1=[O:6].[H-].[Na+].[I:9][C:10]1[CH:17]=[CH:16][C:13]([CH2:14]Br)=[CH:12][CH:11]=1. The catalyst is CN(C)C=O. The product is [I:9][C:10]1[CH:17]=[CH:16][C:13]([CH2:14][N:1]2[CH2:5][CH2:4][CH2:3][C:2]2=[O:6])=[CH:12][CH:11]=1. The yield is 0.990. (4) The reactants are [C:1]([O:9][CH:10]1[CH2:15][CH2:14][CH:13]([OH:16])[CH2:12][CH2:11]1)(=[O:8])[C:2]1[CH:7]=[CH:6][CH:5]=[CH:4][CH:3]=1.C(OC=C)(=O)C. The catalyst is C(OC(C)C)(C)C. The product is [C:1]([O:9][C@H:10]1[CH2:15][CH2:14][C@@H:13]([OH:16])[CH2:12][CH2:11]1)(=[O:8])[C:2]1[CH:3]=[CH:4][CH:5]=[CH:6][CH:7]=1. The yield is 0.460. (5) The reactants are [NH:1]1[C:5]2[CH:6]=[CH:7][CH:8]=[CH:9][C:4]=2[NH:3][C:2]1=[S:10].C(=O)([O-])[O-].[K+].[K+].Br[CH2:18][C:19]([O:21][CH2:22][CH3:23])=[O:20]. The catalyst is C(O)C. The product is [NH:1]1[C:5]2[CH:6]=[CH:7][CH:8]=[CH:9][C:4]=2[N:3]=[C:2]1[S:10][CH2:18][C:19]([O:21][CH2:22][CH3:23])=[O:20]. The yield is 0.370. (6) The reactants are CCCCCC.[Na].[C:8]([CH2:10][C:11]1[C:12]([C:17]#[N:18])=[N:13][CH:14]=[CH:15][CH:16]=1)#[N:9].[CH3:19][OH:20]. No catalyst specified. The product is [CH3:19][O:20][C:8]1[CH:10]=[C:11]2[C:12](=[C:17]([NH2:18])[N:9]=1)[N:13]=[CH:14][CH:15]=[CH:16]2. The yield is 0.0900. (7) The reactants are [Na+].[Cl-].[CH3:3][C:4]([O-:6])=[O:5].[Na+].[NH2:8][C:9]1[CH:13]=[CH:12][NH:11][N:10]=1.Cl.[NH:15]=[CH:16][C:17](OC)=O. The catalyst is CC#N. The yield is 0.920. The product is [C:4]([OH:6])(=[O:5])[CH3:3].[NH:11]1[CH:12]=[CH:13][C:9]([NH:8][C:16](=[NH:15])[CH3:17])=[N:10]1.